Dataset: Drug-target binding data from BindingDB using IC50 measurements. Task: Regression. Given a target protein amino acid sequence and a drug SMILES string, predict the binding affinity score between them. We predict pIC50 (pIC50 = -log10(IC50 in M); higher means more potent). Dataset: bindingdb_ic50. The small molecule is CN(C)CCCSc1ccccc1NC(=O)/C=C/c1ccccc1. The pIC50 is 4.4. The target protein (Q9HCN6) has sequence MSPSPTALFCLGLCLGRVPAQSGPLPKPSLQALPSSLVPLEKPVTLRCQGPPGVDLYRLEKLSSSRYQDQAVLFIPAMKRSLAGRYRCSYQNGSLWSLPSDQLELVATGVFAKPSLSAQPGPAVSSGGDVTLQCQTRYGFDQFALYKEGDPAPYKNPERWYRASFPIITVTAAHSGTYRCYSFSSRDPYLWSAPSDPLELVVTGTSVTPSRLPTEPPSPVAEFSEATAELTVSFTNEVFTTETSRSITASPKESDSPAGPARQYYTKGNLVRICLGAVILIILAGFLAEDWHSRRKRLRHRGRAVQRPLPPLPPLPLTRKSNGGQDGGRQDVHSRGLCS.